Dataset: Full USPTO retrosynthesis dataset with 1.9M reactions from patents (1976-2016). Task: Predict the reactants needed to synthesize the given product. (1) Given the product [CH:1]1([CH2:7][C:8]2[NH:12][C:11]([C:20]([O:22][CH3:23])=[O:21])=[CH:10][CH:9]=2)[CH2:2][CH2:3][CH2:4][CH2:5][CH2:6]1, predict the reactants needed to synthesize it. The reactants are: [CH:1]1([CH2:7][C:8]2[N:12](C(OC(C)(C)C)=O)[C:11]([C:20]([O:22][CH3:23])=[O:21])=[CH:10][CH:9]=2)[CH2:6][CH2:5][CH2:4][CH2:3][CH2:2]1. (2) Given the product [Cl:20][C:14]1[CH:13]=[C:12]([CH3:16])[N:11]=[C:10]([CH3:17])[C:9]=1[C:1]([C:2]1[CH:7]=[CH:6][CH:5]=[CH:4][CH:3]=1)=[O:8], predict the reactants needed to synthesize it. The reactants are: [C:1]([C:9]1[C:14](=O)[CH:13]=[C:12]([CH3:16])[NH:11][C:10]=1[CH3:17])(=[O:8])[C:2]1[CH:7]=[CH:6][CH:5]=[CH:4][CH:3]=1.P(Cl)(Cl)([Cl:20])=O.